Dataset: Full USPTO retrosynthesis dataset with 1.9M reactions from patents (1976-2016). Task: Predict the reactants needed to synthesize the given product. (1) Given the product [CH:4]1([C@H:10]([NH:15][C:16]([C:18]2[C:27]([NH:28][C:29](=[O:40])[CH2:30][C:31]3[C:36]([Cl:37])=[CH:35][CH:34]=[C:33]([Cl:38])[C:32]=3[Cl:39])=[CH:26][C:25]3[C:20](=[CH:21][CH:22]=[CH:23][CH:24]=3)[CH:19]=2)=[O:17])[C:11]([OH:13])=[O:12])[CH2:9][CH2:8][CH2:7][CH2:6][CH2:5]1, predict the reactants needed to synthesize it. The reactants are: O.[OH-].[Li+].[CH:4]1([C@H:10]([NH:15][C:16]([C:18]2[C:27]([NH:28][C:29](=[O:40])[CH2:30][C:31]3[C:36]([Cl:37])=[CH:35][CH:34]=[C:33]([Cl:38])[C:32]=3[Cl:39])=[CH:26][C:25]3[C:20](=[CH:21][CH:22]=[CH:23][CH:24]=3)[CH:19]=2)=[O:17])[C:11]([O:13]C)=[O:12])[CH2:9][CH2:8][CH2:7][CH2:6][CH2:5]1.CO.Cl. (2) Given the product [F:12][C:13]([F:17])([F:16])[CH2:14][NH:15][S:8]([C:5]1[CH:4]=[CH:3][C:2]([Br:1])=[CH:7][N:6]=1)(=[O:10])=[O:9], predict the reactants needed to synthesize it. The reactants are: [Br:1][C:2]1[CH:3]=[CH:4][C:5]([S:8](Cl)(=[O:10])=[O:9])=[N:6][CH:7]=1.[F:12][C:13]([F:17])([F:16])[CH2:14][NH2:15].C([O-])(O)=O.[Na+].